Dataset: Catalyst prediction with 721,799 reactions and 888 catalyst types from USPTO. Task: Predict which catalyst facilitates the given reaction. Reactant: C(O)(C(F)(F)F)=O.[NH2:8][C:9](=[O:51])[CH:10]([C:13]1[CH:50]=[CH:49][CH:48]=[CH:47][C:14]=1[CH2:15][CH2:16][C:17]1[C:22]([C:23]([F:26])([F:25])[F:24])=[CH:21][N:20]=[C:19]([NH:27][C:28]2[CH:33]=[CH:32][C:31]([CH:34]3[CH2:39][CH2:38][N:37](C(OC(C)(C)C)=O)[CH2:36][CH2:35]3)=[CH:30][CH:29]=2)[N:18]=1)[CH2:11][CH3:12]. Product: [NH:37]1[CH2:38][CH2:39][CH:34]([C:31]2[CH:30]=[CH:29][C:28]([NH:27][C:19]3[N:18]=[C:17]([CH2:16][CH2:15][C:14]4[CH:47]=[CH:48][CH:49]=[CH:50][C:13]=4[CH:10]([CH2:11][CH3:12])[C:9]([NH2:8])=[O:51])[C:22]([C:23]([F:26])([F:25])[F:24])=[CH:21][N:20]=3)=[CH:33][CH:32]=2)[CH2:35][CH2:36]1. The catalyst class is: 2.